This data is from Catalyst prediction with 721,799 reactions and 888 catalyst types from USPTO. The task is: Predict which catalyst facilitates the given reaction. Reactant: [C:1]([O:5][C:6](=[O:12])[C@H:7]1[CH2:11][CH2:10][CH2:9][NH:8]1)([CH3:4])([CH3:3])[CH3:2].[C:13]([OH:22])(=O)[CH2:14]/[CH:15]=[CH:16]/[CH2:17][C:18]([OH:20])=O.[CH3:23][CH2:24][OH:25]. Product: [C:1]([O:5][C:6]([C@H:7]1[CH2:11][CH2:10][CH2:9][N:8]1[C:18](=[O:20])[CH2:17]/[CH:16]=[CH:15]/[CH2:14][C:13]([N:8]1[CH2:7][CH2:11][CH2:10][C@@H:23]1[C:24]([O:5][C:1]([CH3:4])([CH3:3])[CH3:2])=[O:25])=[O:22])=[O:12])([CH3:4])([CH3:2])[CH3:3]. The catalyst class is: 25.